This data is from NCI-60 drug combinations with 297,098 pairs across 59 cell lines. The task is: Regression. Given two drug SMILES strings and cell line genomic features, predict the synergy score measuring deviation from expected non-interaction effect. (1) Drug 1: C1CN1P(=S)(N2CC2)N3CC3. Drug 2: CC(C)NC(=O)C1=CC=C(C=C1)CNNC.Cl. Cell line: KM12. Synergy scores: CSS=3.16, Synergy_ZIP=-2.03, Synergy_Bliss=3.53, Synergy_Loewe=-6.74, Synergy_HSA=-0.150. (2) Drug 1: CC1OCC2C(O1)C(C(C(O2)OC3C4COC(=O)C4C(C5=CC6=C(C=C35)OCO6)C7=CC(=C(C(=C7)OC)O)OC)O)O. Drug 2: COC1=NC(=NC2=C1N=CN2C3C(C(C(O3)CO)O)O)N. Cell line: ACHN. Synergy scores: CSS=54.0, Synergy_ZIP=-0.748, Synergy_Bliss=-0.548, Synergy_Loewe=-22.4, Synergy_HSA=0.847.